This data is from NCI-60 drug combinations with 297,098 pairs across 59 cell lines. The task is: Regression. Given two drug SMILES strings and cell line genomic features, predict the synergy score measuring deviation from expected non-interaction effect. (1) Drug 1: C1=CN(C(=O)N=C1N)C2C(C(C(O2)CO)O)O.Cl. Drug 2: CC1=C2C(C(=O)C3(C(CC4C(C3C(C(C2(C)C)(CC1OC(=O)C(C(C5=CC=CC=C5)NC(=O)OC(C)(C)C)O)O)OC(=O)C6=CC=CC=C6)(CO4)OC(=O)C)O)C)O. Cell line: OVCAR3. Synergy scores: CSS=4.41, Synergy_ZIP=-6.99, Synergy_Bliss=-7.76, Synergy_Loewe=-8.38, Synergy_HSA=-6.72. (2) Drug 1: CC(C1=C(C=CC(=C1Cl)F)Cl)OC2=C(N=CC(=C2)C3=CN(N=C3)C4CCNCC4)N. Drug 2: CCCCC(=O)OCC(=O)C1(CC(C2=C(C1)C(=C3C(=C2O)C(=O)C4=C(C3=O)C=CC=C4OC)O)OC5CC(C(C(O5)C)O)NC(=O)C(F)(F)F)O. Cell line: NCIH23. Synergy scores: CSS=10.6, Synergy_ZIP=-1.96, Synergy_Bliss=2.58, Synergy_Loewe=1.73, Synergy_HSA=3.18.